Dataset: Full USPTO retrosynthesis dataset with 1.9M reactions from patents (1976-2016). Task: Predict the reactants needed to synthesize the given product. Given the product [C:21]([C:16]1[CH:17]=[CH:18][CH:19]=[CH:20][C:15]=1[C:12]1[CH:11]=[CH:10][C:9]([CH2:8][C:7]2[C:2](=[O:1])[N:3]([CH2:30][C:31]3[CH:40]=[CH:39][C:34]([C:35]([O:37][CH3:38])=[O:36])=[CH:33][CH:32]=3)[C:4]3[N:5]([N:26]=[CH:27][N:28]=3)[C:6]=2[CH2:23][CH2:24][CH3:25])=[CH:14][CH:13]=1)#[N:22], predict the reactants needed to synthesize it. The reactants are: [O:1]=[C:2]1[C:7]([CH2:8][C:9]2[CH:14]=[CH:13][C:12]([C:15]3[C:16]([C:21]#[N:22])=[CH:17][CH:18]=[CH:19][CH:20]=3)=[CH:11][CH:10]=2)=[C:6]([CH2:23][CH2:24][CH3:25])[N:5]2[N:26]=[CH:27][N:28]=[C:4]2[NH:3]1.Br[CH2:30][C:31]1[CH:40]=[CH:39][C:34]([C:35]([O:37][CH3:38])=[O:36])=[CH:33][CH:32]=1.C(=O)([O-])[O-].[K+].[K+].CN(C)C=O.